From a dataset of Peptide-MHC class II binding affinity with 134,281 pairs from IEDB. Regression. Given a peptide amino acid sequence and an MHC pseudo amino acid sequence, predict their binding affinity value. This is MHC class II binding data. (1) The peptide sequence is LQSLGADIASEQAVL. The MHC is HLA-DPA10301-DPB10402 with pseudo-sequence HLA-DPA10301-DPB10402. The binding affinity (normalized) is 0.256. (2) The peptide sequence is SQDLELSWNLNGLQTY. The MHC is DRB1_0401 with pseudo-sequence DRB1_0401. The binding affinity (normalized) is 0.200. (3) The peptide sequence is DAAFKIAATAANAAP. The MHC is HLA-DQA10501-DQB10201 with pseudo-sequence HLA-DQA10501-DQB10201. The binding affinity (normalized) is 0.342. (4) The peptide sequence is FTLGRDGHEKPMNVQ. The MHC is DRB1_0801 with pseudo-sequence DRB1_0801. The binding affinity (normalized) is 0.162. (5) The peptide sequence is HSLLRTQRLHKFLVC. The MHC is HLA-DPA10301-DPB10402 with pseudo-sequence HLA-DPA10301-DPB10402. The binding affinity (normalized) is 0.756. (6) The peptide sequence is SSCEVALSYYPTPLA. The MHC is DRB1_1501 with pseudo-sequence DRB1_1501. The binding affinity (normalized) is 0.172.